Predict which catalyst facilitates the given reaction. From a dataset of Catalyst prediction with 721,799 reactions and 888 catalyst types from USPTO. Reactant: [Cl:1][C:2]1[N:7]=[C:6]([S:8]([CH3:11])(=[O:10])=[O:9])[N:5]=[C:4]([NH:12][C:13]2[CH:18]=[C:17]([F:19])[CH:16]=[CH:15][C:14]=2[NH:20]C(=O)OC(C)(C)C)[CH:3]=1.C(O)(C(F)(F)F)=O. Product: [Cl:1][C:2]1[N:7]=[C:6]([S:8]([CH3:11])(=[O:10])=[O:9])[N:5]=[C:4]([NH:12][C:13]2[C:14]([NH2:20])=[CH:15][CH:16]=[C:17]([F:19])[CH:18]=2)[CH:3]=1. The catalyst class is: 4.